This data is from Reaction yield outcomes from USPTO patents with 853,638 reactions. The task is: Predict the reaction yield, written as a fraction of the theoretical maximum amount of product (1.0 means a 100% yield; for example, 0.34 means a 34% yield). (1) The reactants are Br[C:2]1[CH:3]=[C:4]([CH3:7])[S:5][CH:6]=1.[CH:8]([C:10]1[CH:15]=[CH:14][CH:13]=[CH:12][C:11]=1B(O)O)=[O:9].C(#N)C.C(=O)([O-])[O-].[Na+].[Na+]. The catalyst is Cl[Pd](Cl)([P](C1C=CC=CC=1)(C1C=CC=CC=1)C1C=CC=CC=1)[P](C1C=CC=CC=1)(C1C=CC=CC=1)C1C=CC=CC=1.C(OCC)(=O)C. The product is [CH3:7][C:4]1[S:5][CH:6]=[C:2]([C:11]2[CH:12]=[CH:13][CH:14]=[CH:15][C:10]=2[CH:8]=[O:9])[CH:3]=1. The yield is 0.810. (2) The product is [OH:25][C:22]1[CH:21]=[CH:20][C:19]([C:7](=[C:29]2[CH2:28][C:27]([CH3:36])([CH3:26])[CH2:32][C:31]([CH3:34])([CH3:33])[CH2:30]2)[C:8]2[CH:13]=[CH:12][C:11]([CH2:14][CH2:15][C:16]([O:18][CH3:37])=[O:17])=[CH:10][CH:9]=2)=[CH:24][CH:23]=1. The catalyst is C1COCC1.[Zn].Cl[Ti](Cl)(Cl)Cl. The yield is 0.680. The reactants are C1(=[C:7]([C:19]2[CH:24]=[CH:23][C:22]([OH:25])=[CH:21][CH:20]=2)[C:8]2[CH:13]=[CH:12][C:11](/[CH:14]=[CH:15]/[C:16]([OH:18])=[O:17])=[CH:10][CH:9]=2)CCCCC1.[CH3:26][C:27]1([CH3:36])[CH2:32][C:31]([CH3:34])([CH3:33])[CH2:30][C:29](=O)[CH2:28]1.[C:37]([O-])([O-])=O.[K+].[K+]. (3) The reactants are [Li]CCCC.Br[C:7]1[CH:12]=[CH:11][C:10]([C:13]2[CH:18]=[CH:17][C:16]([Si:19]([CH3:22])([CH3:21])[CH3:20])=[C:15]([F:23])[C:14]=2[F:24])=[C:9]([F:25])[CH:8]=1.[I:26]CCI.O. The catalyst is C1COCC1.C(OC)(C)(C)C. The product is [CH3:20][Si:19]([CH3:22])([CH3:21])[C:16]1[CH:17]=[CH:18][C:13]([C:10]2[CH:11]=[CH:12][C:7]([I:26])=[CH:8][C:9]=2[F:25])=[C:14]([F:24])[C:15]=1[F:23]. The yield is 0.840. (4) The reactants are [C:1]([C:3]1[CH:8]=[CH:7][C:6]([C:9]2[S:10][C:11]([C:23]([C:25]3[O:26][CH:27]=[CH:28][CH:29]=3)=[O:24])=[CH:12][C:13]=2[CH2:14][C:15](NCCN(C)C)=[O:16])=[CH:5][CH:4]=1)#[N:2].IC1C=C(C=[CH:37][CH:38]=1)C#N.[F-].[K+].[OH2:41]. The catalyst is CS(C)=O.Cl[Pd](Cl)([P](C1C=CC=CC=1)(C1C=CC=CC=1)C1C=CC=CC=1)[P](C1C=CC=CC=1)(C1C=CC=CC=1)C1C=CC=CC=1.[N+]([O-])([O-])=O.[Ag+]. The product is [C:1]([C:3]1[CH:8]=[CH:7][C:6]([C:9]2[S:10][C:11]([C:23]([C:25]3[O:26][CH:27]=[CH:28][CH:29]=3)=[O:24])=[CH:12][C:13]=2[CH2:14][C:15]([O:41][CH2:37][CH3:38])=[O:16])=[CH:5][CH:4]=1)#[N:2]. The yield is 0.210. (5) The reactants are [NH2:1][C:2]1[C:3]([NH:21][CH3:22])=[N:4][C:5]([NH:8][C:9]2[CH:14]=[CH:13][C:12]([N:15]3[CH2:20][CH2:19][O:18][CH2:17][CH2:16]3)=[CH:11][CH:10]=2)=[N:6][CH:7]=1.[Cl:23][C:24]1[CH:25]=[N:26][CH:27]=[C:28]([Cl:37])[C:29]=1[C:30](=O)[C:31]([O:33]CC)=O.CC(O)=O. The catalyst is COCCO. The product is [Cl:37][C:28]1[CH:27]=[N:26][CH:25]=[C:24]([Cl:23])[C:29]=1[C:30]1[C:31](=[O:33])[N:21]([CH3:22])[C:3]2[N:4]=[C:5]([NH:8][C:9]3[CH:14]=[CH:13][C:12]([N:15]4[CH2:20][CH2:19][O:18][CH2:17][CH2:16]4)=[CH:11][CH:10]=3)[N:6]=[CH:7][C:2]=2[N:1]=1. The yield is 0.180. (6) The reactants are [CH2:1]([C:5]1[NH:10][C:9](=[O:11])[CH:8]=[C:7]([CH3:12])[N:6]=1)[CH2:2][CH2:3][CH3:4].Br[CH2:14][C:15]1[CH:20]=[CH:19][C:18]([C:21]2[C:22]([C:27]#[N:28])=[CH:23][CH:24]=[CH:25][CH:26]=2)=[CH:17][C:16]=1[F:29].C(=O)([O-])[O-].[K+].[K+]. The catalyst is C(#N)C. The product is [CH2:1]([C:5]1[N:10]([CH2:14][C:15]2[CH:20]=[CH:19][C:18]([C:21]3[C:22]([C:27]#[N:28])=[CH:23][CH:24]=[CH:25][CH:26]=3)=[CH:17][C:16]=2[F:29])[C:9](=[O:11])[CH:8]=[C:7]([CH3:12])[N:6]=1)[CH2:2][CH2:3][CH3:4]. The yield is 0.290.